This data is from Full USPTO retrosynthesis dataset with 1.9M reactions from patents (1976-2016). The task is: Predict the reactants needed to synthesize the given product. (1) Given the product [ClH:1].[NH:24]1[C:23]2[CH:35]=[CH:36][C:20]([N:17]3[CH2:18][CH2:19][N:15]([C:10]4[CH:11]=[N:12][CH:13]=[CH:14][C:9]=4[CH3:8])[C:16]3=[O:37])=[CH:21][C:22]=2[N:26]=[N:25]1, predict the reactants needed to synthesize it. The reactants are: [ClH:1].O1CCOCC1.[CH3:8][C:9]1[CH:14]=[CH:13][N:12]=[CH:11][C:10]=1[N:15]1[CH2:19][CH2:18][N:17]([C:20]2[CH:36]=[CH:35][C:23]3[N:24](COCC[Si](C)(C)C)[N:25]=[N:26][C:22]=3[CH:21]=2)[C:16]1=[O:37].CO. (2) Given the product [CH2:14]([O:13][CH2:12][CH2:11][CH2:10][O:6][CH2:5][CH2:4][CH2:3][CH2:2][CH2:1][OH:7])[CH2:15][CH2:16][CH2:17][CH2:18][CH3:19], predict the reactants needed to synthesize it. The reactants are: [CH2:1]([OH:7])[CH2:2][CH2:3][CH2:4][CH2:5][OH:6].[K].I[CH2:10][CH2:11][CH2:12][O:13][CH2:14][CH2:15][CH2:16][CH2:17][CH2:18][CH3:19].[I-].[H-].[Na+].Cl. (3) Given the product [Br:1][C:2]1[CH:3]=[C:4]2[C:9](=[CH:10][CH:11]=1)[CH2:8][CH:7]([NH:12][C:16](=[O:17])[O:18][CH2:19][C:20]1[CH:25]=[CH:24][CH:23]=[CH:22][CH:21]=1)[CH2:6][CH2:5]2, predict the reactants needed to synthesize it. The reactants are: [Br:1][C:2]1[CH:3]=[C:4]2[C:9](=[CH:10][CH:11]=1)[CH2:8][CH:7]([NH2:12])[CH2:6][CH2:5]2.[OH-].[Na+].Cl[C:16]([O:18][CH2:19][C:20]1[CH:25]=[CH:24][CH:23]=[CH:22][CH:21]=1)=[O:17]. (4) Given the product [C:1]([O:5][C:6]([N:8]1[CH2:13][C:12](=[O:14])[NH:11][C:10]2[CH:15]=[C:16](/[CH:24]=[CH:23]/[C:22](=[O:25])[N:21]([CH3:20])[CH2:26][C:27]3[N:28]([CH3:36])[C:29]4[C:34]([CH:35]=3)=[CH:33][CH:32]=[CH:31][CH:30]=4)[CH:17]=[N:18][C:9]1=2)=[O:7])([CH3:4])([CH3:3])[CH3:2], predict the reactants needed to synthesize it. The reactants are: [C:1]([O:5][C:6]([N:8]1[CH2:13][C:12](=[O:14])[NH:11][C:10]2[CH:15]=[C:16](Br)[CH:17]=[N:18][C:9]1=2)=[O:7])([CH3:4])([CH3:3])[CH3:2].[CH3:20][N:21]([CH2:26][C:27]1[N:28]([CH3:36])[C:29]2[C:34]([CH:35]=1)=[CH:33][CH:32]=[CH:31][CH:30]=2)[C:22](=[O:25])[CH:23]=[CH2:24].C(N(C(C)C)CC)(C)C.CC1C=CC=CC=1P(C1C=CC=CC=1C)C1C=CC=CC=1C. (5) Given the product [Cl:1][C:2]1[N:10]=[C:9]2[C:5]([N:6]=[C:7]([CH2:13][N:14]3[CH2:15][CH2:35][N:34]([CH2:39][C:40]([NH2:42])=[O:41])[C:33]([CH3:38])([CH3:32])[CH2:19]3)[N:8]2[CH2:11][CH3:12])=[C:4]([N:26]2[CH2:31][CH2:30][O:29][CH2:28][CH2:27]2)[N:3]=1, predict the reactants needed to synthesize it. The reactants are: [Cl:1][C:2]1[N:10]=[C:9]2[C:5]([N:6]=[C:7]([CH2:13][N:14]3[CH2:19]CC(N4CC(F)(F)C4)C[CH2:15]3)[N:8]2[CH2:11][CH3:12])=[C:4]([N:26]2[CH2:31][CH2:30][O:29][CH2:28][CH2:27]2)[N:3]=1.[CH3:32][C:33]1(C)[CH2:38]NC[CH2:35][N:34]1[CH2:39][C:40]([NH2:42])=[O:41].